From a dataset of Full USPTO retrosynthesis dataset with 1.9M reactions from patents (1976-2016). Predict the reactants needed to synthesize the given product. (1) Given the product [N:8]1[CH:9]=[CH:10][CH:11]=[CH:6][C:7]=1[C:3]([OH:12])([C:1]#[CH:2])[CH3:4], predict the reactants needed to synthesize it. The reactants are: [C:1]([C:3]1([OH:12])[C:7]2=[N:8][CH:9]=[CH:10][CH:11]=[C:6]2C[CH2:4]1)#[CH:2].C(C1C=CC=CN=1)(=O)C. (2) Given the product [Cl:22][C:20]1[S:21][C:16]2[CH:15]=[C:14]([C:12]([NH:11][C@H:3]3[CH2:4][C:5]4[C:10](=[CH:9][CH:8]=[CH:7][CH:6]=4)[C@@H:2]3[NH:1][C:33]([N:32]([CH3:36])[CH3:31])=[O:34])=[O:13])[NH:18][C:17]=2[C:19]=1[Cl:23], predict the reactants needed to synthesize it. The reactants are: [NH2:1][C@H:2]1[C:10]2[C:5](=[CH:6][CH:7]=[CH:8][CH:9]=2)[CH2:4][C@@H:3]1[NH:11][C:12]([C:14]1[NH:18][C:17]2[C:19]([Cl:23])=[C:20]([Cl:22])[S:21][C:16]=2[CH:15]=1)=[O:13].CCN(CC)CC.[CH3:31][N:32]([CH3:36])[C:33](Cl)=[O:34]. (3) Given the product [F:30][C:21]1[CH:20]=[C:19]([CH:14]([NH:13][C:11]([C:10]2[CH:9]=[N:8][N:5]3[CH:6]=[CH:7][C:2]([CH3:31])=[N:3][C:4]=23)=[O:12])[C:15]([OH:18])([CH3:17])[CH3:16])[CH:24]=[CH:23][C:22]=1[O:25][C:26]([F:29])([F:28])[F:27], predict the reactants needed to synthesize it. The reactants are: Cl[C:2]1[CH:7]=[CH:6][N:5]2[N:8]=[CH:9][C:10]([C:11]([NH:13][CH:14]([C:19]3[CH:24]=[CH:23][C:22]([O:25][C:26]([F:29])([F:28])[F:27])=[C:21]([F:30])[CH:20]=3)[C:15]([OH:18])([CH3:17])[CH3:16])=[O:12])=[C:4]2[N:3]=1.[C:31](=O)([O-])[O-].[Cs+].[Cs+].CB1OB(C)OB(C)O1. (4) The reactants are: [NH2:1][C@H:2]1[CH2:7][CH2:6][C@H:5]([NH:8][C:9]([C:11]2[C:15]3[N:16]=[CH:17][N:18]=[C:19]([C:20]4[CH:25]=[CH:24][C:23]([F:26])=[CH:22][C:21]=4[O:27][CH2:28][CH:29]4[CH2:31][CH2:30]4)[C:14]=3[NH:13][CH:12]=2)=[O:10])[CH2:4][CH2:3]1.Cl[C:33]([CH2:35][O:36]C(=O)C)=[O:34]. Given the product [OH:36][CH2:35][C:33]([NH:1][C@H:2]1[CH2:7][CH2:6][C@H:5]([NH:8][C:9]([C:11]2[C:15]3[N:16]=[CH:17][N:18]=[C:19]([C:20]4[CH:25]=[CH:24][C:23]([F:26])=[CH:22][C:21]=4[O:27][CH2:28][CH:29]4[CH2:30][CH2:31]4)[C:14]=3[NH:13][CH:12]=2)=[O:10])[CH2:4][CH2:3]1)=[O:34], predict the reactants needed to synthesize it. (5) Given the product [CH3:27][C:19]1[C:18]([CH:17]([S:14]([CH2:13][CH2:12][C:11]([F:40])([F:10])[CH2:37][CH2:38][F:7])(=[O:15])=[O:16])[C:28]2[C:33]([F:34])=[CH:32][CH:31]=[C:30]([F:35])[C:29]=2[F:36])=[CH:23][N:22]=[C:21]([C:24]([NH2:26])=[O:25])[CH:20]=1, predict the reactants needed to synthesize it. The reactants are: C(N(S(F)(F)[F:7])CC)C.[F:10][C:11]([F:40])([CH2:37][CH2:38]O)[CH2:12][CH2:13][S:14]([CH:17]([C:28]1[C:33]([F:34])=[CH:32][CH:31]=[C:30]([F:35])[C:29]=1[F:36])[C:18]1[C:19]([CH3:27])=[CH:20][C:21]([C:24]([NH2:26])=[O:25])=[N:22][CH:23]=1)(=[O:16])=[O:15]. (6) Given the product [OH:1][NH:2][C:6](=[O:5])[CH2:7][CH2:8][CH2:9][CH2:10][CH2:11][CH2:12][N:13]([C:20]1[CH:25]=[C:24]([CH3:26])[CH:23]=[CH:22][N:21]=1)[C:14]1[CH:19]=[CH:18][CH:17]=[CH:16][N:15]=1, predict the reactants needed to synthesize it. The reactants are: [OH:1][NH2:2].C([O:5][C:6](=O)[CH2:7][CH2:8][CH2:9][CH2:10][CH2:11][CH2:12][N:13]([C:20]1[CH:25]=[C:24]([CH3:26])[CH:23]=[CH:22][N:21]=1)[C:14]1[CH:19]=[CH:18][CH:17]=[CH:16][N:15]=1)C. (7) Given the product [CH3:15][CH2:14][CH2:12][CH:11]([CH3:17])[CH3:9].[Cl:1][C:2]1[N:7]=[C:6]([NH:13][C:12]2[CH:14]=[CH:15][CH:16]=[CH:17][C:11]=2[CH2:9][CH3:10])[CH:5]=[CH:4][N:3]=1, predict the reactants needed to synthesize it. The reactants are: [Cl:1][C:2]1[N:7]=[C:6](Cl)[CH:5]=[CH:4][N:3]=1.[CH2:9]([C:11]1[CH:17]=[CH:16][CH:15]=[CH:14][C:12]=1[NH2:13])[CH3:10].C(N(CC)C(C)C)(C)C. (8) The reactants are: Cl.[CH3:2][O:3][C:4](=[O:30])[C@@H:5]([NH:8][C:9]([C:11]1[C:12]([CH3:29])=[N:13][C:14]([NH:18][CH2:19][CH2:20][CH2:21][C:22]2[CH:27]=[CH:26][CH:25]=[C:24]([OH:28])[CH:23]=2)=[N:15][C:16]=1[CH3:17])=[O:10])[CH2:6][NH2:7].[N:31]1([C:41](Cl)=[O:42])[C:40]2[C:35](=[CH:36][CH:37]=[CH:38][CH:39]=2)[CH2:34][CH2:33][CH2:32]1.C(N(CC)CC)C.CN(C=O)C. Given the product [CH3:2][O:3][C:4](=[O:30])[C@@H:5]([NH:8][C:9]([C:11]1[C:12]([CH3:29])=[N:13][C:14]([NH:18][CH2:19][CH2:20][CH2:21][C:22]2[CH:27]=[CH:26][CH:25]=[C:24]([OH:28])[CH:23]=2)=[N:15][C:16]=1[CH3:17])=[O:10])[CH2:6][NH:7][C:41]([N:31]1[C:40]2[C:35](=[CH:36][CH:37]=[CH:38][CH:39]=2)[CH2:34][CH2:33][CH2:32]1)=[O:42], predict the reactants needed to synthesize it. (9) Given the product [Br:1][C:2]1[CH:7]=[C:6]([CH2:8][O:9][S:20]([CH3:19])(=[O:22])=[O:21])[CH:5]=[CH:4][N:3]=1, predict the reactants needed to synthesize it. The reactants are: [Br:1][C:2]1[CH:7]=[C:6]([CH2:8][OH:9])[CH:5]=[CH:4][N:3]=1.CCN(C(C)C)C(C)C.[CH3:19][S:20](Cl)(=[O:22])=[O:21]. (10) Given the product [CH2:1]([O:19][C@H:20]1[C@H:24]([O:25][CH2:26][CH2:27][CH2:28][CH2:29][CH2:30][CH2:31][CH2:32][CH2:33]/[CH:34]=[CH:35]\[CH2:36]/[CH:37]=[CH:38]\[CH2:39][CH2:40][CH2:41][CH2:42][CH3:43])[CH2:23][N:22]([CH:48]2[CH2:49][CH2:50][N:45]([CH3:44])[CH2:46][CH2:47]2)[CH2:21]1)[CH2:2][CH2:3][CH2:4][CH2:5][CH2:6][CH2:7][CH2:8]/[CH:9]=[CH:10]\[CH2:11]/[CH:12]=[CH:13]\[CH2:14][CH2:15][CH2:16][CH2:17][CH3:18], predict the reactants needed to synthesize it. The reactants are: [CH2:1]([O:19][C@H:20]1[C@H:24]([O:25][CH2:26][CH2:27][CH2:28][CH2:29][CH2:30][CH2:31][CH2:32][CH2:33]/[CH:34]=[CH:35]\[CH2:36]/[CH:37]=[CH:38]\[CH2:39][CH2:40][CH2:41][CH2:42][CH3:43])[CH2:23][NH:22][CH2:21]1)[CH2:2][CH2:3][CH2:4][CH2:5][CH2:6][CH2:7][CH2:8]/[CH:9]=[CH:10]\[CH2:11]/[CH:12]=[CH:13]\[CH2:14][CH2:15][CH2:16][CH2:17][CH3:18].[CH3:44][N:45]1[CH2:50][CH2:49][C:48](=O)[CH2:47][CH2:46]1.